From a dataset of Reaction yield outcomes from USPTO patents with 853,638 reactions. Predict the reaction yield, written as a fraction of the theoretical maximum amount of product (1.0 means a 100% yield; for example, 0.34 means a 34% yield). (1) The reactants are [CH3:1][C:2]1[C:6]([CH2:7][N:8]2[CH:12]=[C:11]([N:13]3[C:17](=[O:18])[N:16](C(OCC)=O)[N:15]([CH3:24])[C:14]3=[O:25])[CH:10]=[N:9]2)=[C:5]([CH3:26])[O:4][N:3]=1.CN(C=O)C.C(#N)C.Cl. The catalyst is CO. The product is [CH3:1][C:2]1[C:6]([CH2:7][N:8]2[CH:12]=[C:11]([N:13]3[C:14](=[O:25])[N:15]([CH3:24])[NH:16][C:17]3=[O:18])[CH:10]=[N:9]2)=[C:5]([CH3:26])[O:4][N:3]=1. The yield is 0.890. (2) The reactants are Cl[C:2]1[C:11]2[C:6](=[CH:7][C:8]([O:14][CH2:15][CH2:16][CH2:17][N:18]3[CH2:23][CH2:22][CH2:21][CH2:20][CH2:19]3)=[C:9]([O:12][CH3:13])[CH:10]=2)[N:5]=[CH:4][N:3]=1.C(=O)([O-])[O-].[K+].[K+].[OH:30][C:31]1[CH:32]=[C:33]2[C:37](=[CH:38][C:39]=1[C:40]([F:43])([F:42])[F:41])[NH:36][CH:35]=[CH:34]2.CC(N(C)C)=O. The catalyst is ClCCl. The product is [CH3:13][O:12][C:9]1[CH:10]=[C:11]2[C:6](=[CH:7][C:8]=1[O:14][CH2:15][CH2:16][CH2:17][N:18]1[CH2:23][CH2:22][CH2:21][CH2:20][CH2:19]1)[N:5]=[CH:4][N:3]=[C:2]2[O:30][C:31]1[CH:32]=[C:33]2[C:37](=[CH:38][C:39]=1[C:40]([F:43])([F:41])[F:42])[NH:36][CH:35]=[CH:34]2. The yield is 0.250. (3) The reactants are [C:1]([O:5][C:6](=[O:15])[NH:7][C@H:8]1[CH2:13][CH2:12][C@H:11]([OH:14])[CH2:10][CH2:9]1)([CH3:4])([CH3:3])[CH3:2].Cl[C:17]1[S:18][C:19]2[CH:25]=[CH:24][CH:23]=[C:22]([O:26][CH3:27])[C:20]=2[N:21]=1.[H-].[Na+].CN(C=O)C. The catalyst is C1COCC1.O. The product is [C:1]([O:5][C:6](=[O:15])[NH:7][C@H:8]1[CH2:9][CH2:10][C@H:11]([O:14][C:17]2[S:18][C:19]3[CH:25]=[CH:24][CH:23]=[C:22]([O:26][CH3:27])[C:20]=3[N:21]=2)[CH2:12][CH2:13]1)([CH3:4])([CH3:2])[CH3:3]. The yield is 0.260. (4) The reactants are [F:1][C:2]1[CH:7]=[C:6]([F:8])[CH:5]=[CH:4][C:3]=1[C:9]([C:11]1[CH:16]=[CH:15][CH:14]=[C:13]([O:17][CH3:18])[CH:12]=1)=O.N1C=CC=CC=1.Cl.[NH2:26][OH:27].C(OCC)(=O)C. The catalyst is CCCCCCC. The product is [F:1][C:2]1[CH:7]=[C:6]([F:8])[CH:5]=[CH:4][C:3]=1[C:9]([C:11]1[CH:16]=[CH:15][CH:14]=[C:13]([O:17][CH3:18])[CH:12]=1)=[N:26][OH:27]. The yield is 0.990. (5) The reactants are [OH:1][C:2]1[CH:7]=[CH:6][C:5]([CH3:8])=[CH:4][N:3]=1.C(=O)([O-])[O-].[K+].[K+].I[C:16]1[CH:21]=[CH:20][CH:19]=[CH:18][CH:17]=1. The catalyst is [Cu]. The product is [CH3:8][C:5]1[CH:6]=[CH:7][C:2](=[O:1])[N:3]([C:16]2[CH:21]=[CH:20][CH:19]=[CH:18][CH:17]=2)[CH:4]=1. The yield is 0.560. (6) The reactants are [C:1]([C:3]1[CH:8]=[CH:7][CH:6]=[CH:5][C:4]=1[C:9]1[CH:14]=[CH:13][C:12]([CH2:15][CH:16]([C:21](=O)[CH2:22][CH2:23][CH2:24][CH3:25])[C:17](OC)=[O:18])=[C:11]([F:27])[CH:10]=1)#[N:2].[O:28]1[C:32]2([CH2:37][CH2:36][CH:35]([NH:38][C:39]3[NH:43][CH:42]=[N:41][N:40]=3)[CH2:34][CH2:33]2)[O:31][CH2:30][CH2:29]1.N12CCCN=C1CCCCC2.C(N(CC)C1C=CC=CC=1)C. The catalyst is Cl. The yield is 0.600. The product is [CH2:22]([C:21]1[N:40]2[N:41]=[CH:42][N:43]=[C:39]2[N:38]([CH:35]2[CH2:34][CH2:33][C:32]3([O:28][CH2:29][CH2:30][O:31]3)[CH2:37][CH2:36]2)[C:17](=[O:18])[C:16]=1[CH2:15][C:12]1[CH:13]=[CH:14][C:9]([C:4]2[C:3]([C:1]#[N:2])=[CH:8][CH:7]=[CH:6][CH:5]=2)=[CH:10][C:11]=1[F:27])[CH2:23][CH2:24][CH3:25].